Dataset: NCI-60 drug combinations with 297,098 pairs across 59 cell lines. Task: Regression. Given two drug SMILES strings and cell line genomic features, predict the synergy score measuring deviation from expected non-interaction effect. (1) Drug 1: C(=O)(N)NO. Drug 2: C1=NC2=C(N1)C(=S)N=CN2. Cell line: 786-0. Synergy scores: CSS=46.4, Synergy_ZIP=0.768, Synergy_Bliss=0.989, Synergy_Loewe=-30.2, Synergy_HSA=-0.438. (2) Drug 1: C1CN1P(=S)(N2CC2)N3CC3. Drug 2: C(CN)CNCCSP(=O)(O)O. Cell line: NCI-H460. Synergy scores: CSS=47.8, Synergy_ZIP=11.7, Synergy_Bliss=11.5, Synergy_Loewe=-31.4, Synergy_HSA=10.5. (3) Drug 1: CCC1(CC2CC(C3=C(CCN(C2)C1)C4=CC=CC=C4N3)(C5=C(C=C6C(=C5)C78CCN9C7C(C=CC9)(C(C(C8N6C=O)(C(=O)OC)O)OC(=O)C)CC)OC)C(=O)OC)O.OS(=O)(=O)O. Drug 2: CC12CCC3C(C1CCC2O)C(CC4=C3C=CC(=C4)O)CCCCCCCCCS(=O)CCCC(C(F)(F)F)(F)F. Cell line: HCT116. Synergy scores: CSS=31.7, Synergy_ZIP=3.56, Synergy_Bliss=5.01, Synergy_Loewe=5.66, Synergy_HSA=5.72.